Dataset: NCI-60 drug combinations with 297,098 pairs across 59 cell lines. Task: Regression. Given two drug SMILES strings and cell line genomic features, predict the synergy score measuring deviation from expected non-interaction effect. (1) Drug 2: N.N.Cl[Pt+2]Cl. Cell line: ACHN. Synergy scores: CSS=28.9, Synergy_ZIP=-1.16, Synergy_Bliss=-0.165, Synergy_Loewe=-29.7, Synergy_HSA=-1.43. Drug 1: C(=O)(N)NO. (2) Drug 1: C1CN1C2=NC(=NC(=N2)N3CC3)N4CC4. Drug 2: CC(C)NC(=O)C1=CC=C(C=C1)CNNC.Cl. Cell line: OVCAR-4. Synergy scores: CSS=-0.342, Synergy_ZIP=0.00380, Synergy_Bliss=0.360, Synergy_Loewe=-2.84, Synergy_HSA=-1.39. (3) Drug 1: C1=CC(=CC=C1CC(C(=O)O)N)N(CCCl)CCCl.Cl. Drug 2: C(CCl)NC(=O)N(CCCl)N=O. Cell line: HS 578T. Synergy scores: CSS=10.1, Synergy_ZIP=-3.13, Synergy_Bliss=-1.13, Synergy_Loewe=-5.18, Synergy_HSA=-3.11. (4) Drug 1: CC1=C(C(CCC1)(C)C)C=CC(=CC=CC(=CC(=O)O)C)C. Drug 2: CC(C)CN1C=NC2=C1C3=CC=CC=C3N=C2N. Cell line: SF-268. Synergy scores: CSS=0.871, Synergy_ZIP=-0.788, Synergy_Bliss=-0.0269, Synergy_Loewe=-1.42, Synergy_HSA=-1.31. (5) Drug 1: CC1=C(C(=CC=C1)Cl)NC(=O)C2=CN=C(S2)NC3=CC(=NC(=N3)C)N4CCN(CC4)CCO. Drug 2: C1CN(CCN1C(=O)CCBr)C(=O)CCBr. Cell line: COLO 205. Synergy scores: CSS=35.7, Synergy_ZIP=-11.4, Synergy_Bliss=-3.43, Synergy_Loewe=7.24, Synergy_HSA=1.78. (6) Drug 1: C1=C(C(=O)NC(=O)N1)F. Drug 2: CCCCC(=O)OCC(=O)C1(CC(C2=C(C1)C(=C3C(=C2O)C(=O)C4=C(C3=O)C=CC=C4OC)O)OC5CC(C(C(O5)C)O)NC(=O)C(F)(F)F)O. Cell line: DU-145. Synergy scores: CSS=34.8, Synergy_ZIP=-2.28, Synergy_Bliss=-4.20, Synergy_Loewe=-2.47, Synergy_HSA=-2.37. (7) Drug 1: C1=CC(=CC=C1CCCC(=O)O)N(CCCl)CCCl. Drug 2: CN1C(=O)N2C=NC(=C2N=N1)C(=O)N. Cell line: LOX IMVI. Synergy scores: CSS=28.7, Synergy_ZIP=-10.1, Synergy_Bliss=-2.75, Synergy_Loewe=-8.19, Synergy_HSA=-0.968. (8) Drug 1: C1=NC2=C(N=C(N=C2N1C3C(C(C(O3)CO)O)O)F)N. Drug 2: CCCCC(=O)OCC(=O)C1(CC(C2=C(C1)C(=C3C(=C2O)C(=O)C4=C(C3=O)C=CC=C4OC)O)OC5CC(C(C(O5)C)O)NC(=O)C(F)(F)F)O. Cell line: NCI-H226. Synergy scores: CSS=17.2, Synergy_ZIP=5.52, Synergy_Bliss=4.06, Synergy_Loewe=-8.90, Synergy_HSA=-9.59. (9) Drug 1: C1CCC(C1)C(CC#N)N2C=C(C=N2)C3=C4C=CNC4=NC=N3. Drug 2: CC1CCC2CC(C(=CC=CC=CC(CC(C(=O)C(C(C(=CC(C(=O)CC(OC(=O)C3CCCCN3C(=O)C(=O)C1(O2)O)C(C)CC4CCC(C(C4)OC)OCCO)C)C)O)OC)C)C)C)OC. Cell line: UACC62. Synergy scores: CSS=4.82, Synergy_ZIP=-1.73, Synergy_Bliss=3.92, Synergy_Loewe=-17.2, Synergy_HSA=-4.68.